From a dataset of Reaction yield outcomes from USPTO patents with 853,638 reactions. Predict the reaction yield, written as a fraction of the theoretical maximum amount of product (1.0 means a 100% yield; for example, 0.34 means a 34% yield). (1) The reactants are [C:1]([CH2:4][C:5]1[CH:12]=[CH:11][CH:10]=[CH:9][C:6]=1[CH:7]=[O:8])([OH:3])=[O:2].[C:13]([OH:25])(=[O:24])[CH2:14][NH:15][C:16]([C:18]1[CH:23]=[CH:22][CH:21]=[CH:20][CH:19]=1)=[O:17].C([O-])(=O)C.[K+].C(OC(=O)C)(=O)C. The catalyst is O. The product is [C:13]([OH:25])(=[O:24])[CH2:14][NH:15][C:16]([C:18]1[CH:19]=[CH:20][CH:21]=[CH:22][CH:23]=1)=[O:17].[C:1]([CH2:4][C:5]1[CH:12]=[CH:11][CH:10]=[CH:9][C:6]=1[CH:7]=[O:8])([OH:3])=[O:2]. The yield is 0.830. (2) The reactants are [CH3:1][C:2]1[C:7]([CH3:8])=[CH:6][CH:5]=[CH:4][C:3]=1[N:9]1[CH2:14][CH2:13][NH:12][CH2:11][CH2:10]1.BrC1C=CC(S(O[CH2:26][C@@H:27]2[O:41][C:31]3=[C:32]4[C:37](=[CH:38][CH:39]=[C:30]3[O:29][CH2:28]2)[N:36]=[C:35]([CH3:40])[CH:34]=[CH:33]4)(=O)=O)=CC=1. The catalyst is CS(C)=O.C(=O)(O)[O-].[Na+]. The product is [CH3:1][C:2]1[C:7]([CH3:8])=[CH:6][CH:5]=[CH:4][C:3]=1[N:9]1[CH2:10][CH2:11][N:12]([CH2:26][C@@H:27]2[O:41][C:31]3=[C:32]4[C:37](=[CH:38][CH:39]=[C:30]3[O:29][CH2:28]2)[N:36]=[C:35]([CH3:40])[CH:34]=[CH:33]4)[CH2:13][CH2:14]1. The yield is 0.900. (3) The reactants are Cl[C:2]1[C:3]2[N:11]=[C:10]([C:12]3[C:13]([C:18]4[CH:23]=[CH:22][CH:21]=[C:20]([CH3:24])[N:19]=4)=[N:14][CH:15]=[CH:16][CH:17]=3)[CH:9]=[CH:8][C:4]=2[N:5]=[CH:6][N:7]=1.[NH3:25].CC(O)C. The catalyst is C1COCC1. The product is [CH3:24][C:20]1[N:19]=[C:18]([C:13]2[C:12]([C:10]3[CH:9]=[CH:8][C:4]4[N:5]=[CH:6][N:7]=[C:2]([NH2:25])[C:3]=4[N:11]=3)=[CH:17][CH:16]=[CH:15][N:14]=2)[CH:23]=[CH:22][CH:21]=1. The yield is 0.470. (4) The reactants are [NH2:1][C:2]1[C:7]2=[C:8]([C:15]3[CH:20]=[CH:19][C:18]([NH:21][C:22]([NH:24][C:25]4[CH:30]=[C:29]([C:31]([F:34])([F:33])[F:32])[CH:28]=[CH:27][C:26]=4[F:35])=[O:23])=[C:17]([F:36])[CH:16]=3)[CH:9]=[C:10]([CH2:11][CH2:12][CH2:13]Br)[N:6]2[N:5]=[CH:4][N:3]=1.[CH3:37][O:38][CH2:39][C@@H:40]1[CH2:44][CH2:43][CH2:42][NH:41]1.C(N(CC)CC)C. The catalyst is CN(C=O)C. The product is [NH2:1][C:2]1[C:7]2=[C:8]([C:15]3[CH:20]=[CH:19][C:18]([NH:21][C:22]([NH:24][C:25]4[CH:30]=[C:29]([C:31]([F:34])([F:33])[F:32])[CH:28]=[CH:27][C:26]=4[F:35])=[O:23])=[C:17]([F:36])[CH:16]=3)[CH:9]=[C:10]([CH2:11][CH2:12][CH2:13][N:41]3[CH2:42][CH2:43][CH2:44][C@H:40]3[CH2:39][O:38][CH3:37])[N:6]2[N:5]=[CH:4][N:3]=1. The yield is 0.650. (5) The reactants are [Br:1][C:2]1[CH:3]=[CH:4][CH:5]=[C:6]2[C:11]=1[CH:10]=[N:9][C:8]([OH:12])=[CH:7]2.IC.O.[C:16](OCC)(=O)C. The catalyst is CN(C=O)C.C(=O)([O-])[O-].[Ag+2]. The product is [Br:1][C:2]1[CH:3]=[CH:4][CH:5]=[C:6]2[C:11]=1[CH:10]=[N:9][C:8]([O:12][CH3:16])=[CH:7]2. The yield is 0.220. (6) The product is [F:1][CH:2]([F:19])[CH:3]1[CH2:8][CH2:7][NH:6][CH2:5][CH2:4]1. The reactants are [F:1][CH:2]([F:19])[CH:3]1[CH2:8][CH2:7][N:6](C(OCC2C=CC=CC=2)=O)[CH2:5][CH2:4]1.CC1C=C2N=C3C(=NC(NC3=O)=O)N(C[C@H](O)[C@H](O)[C@H](O)CO)C2=CC=1C.[H][H]. The catalyst is [Pd].CCO. The yield is 0.150.